From a dataset of Forward reaction prediction with 1.9M reactions from USPTO patents (1976-2016). Predict the product of the given reaction. (1) Given the reactants [NH2:1][C:2]([CH3:6])([CH3:5])[CH2:3][OH:4].C(O)(=O)C.[CH3:11][O:12][C:13]1[CH:20]=[CH:19][C:16]([CH:17]=O)=[CH:15][CH:14]=1.C(O[BH-](OC(=O)C)OC(=O)C)(=O)C.[Na+], predict the reaction product. The product is: [CH3:11][O:12][C:13]1[CH:20]=[CH:19][C:16]([CH2:17][NH:1][C:2]([CH3:6])([CH3:5])[CH2:3][OH:4])=[CH:15][CH:14]=1. (2) The product is: [ClH:19].[ClH:19].[ClH:19].[NH2:45][C@H:50]1[CH2:49][CH2:26][N:25]([C@@H:5]([CH2:42][C:31]2[N:30]=[CH:29][N:33]3[C:34]4[C:39](=[CH:38][CH:37]=[CH:36][CH:35]=4)[CH2:40][CH2:41][C:32]=23)[C:6]([OH:8])=[O:7])[CH2:27]1. Given the reactants [C:6]([O:8][CH:5](P(OCC)(OCC)=O)[C:6]([O:8]CC)=[O:7])(=[O:7])[CH3:5].[Cl-:19].[Li+].CN(C)C([N:25]([CH3:27])[CH3:26])=N.[CH:29]1[N:33]2[C:34]3[C:39]([CH2:40][CH2:41][C:32]2=[C:31]([CH:42]=O)[N:30]=1)=[CH:38][CH:37]=[CH:36][CH:35]=3.[Cl-].[NH4+:45].O1[CH2:50][CH2:49]CC1, predict the reaction product. (3) Given the reactants CN(C)/[CH:3]=[C:4]1/[C:5](=O)[C:6]2[S:10][C:9]([N:11]=CN(C)C)=[N:8][C:7]=2[CH2:16][CH2:17]/1.[OH-].[Na+].[CH2:22]([N:24]([CH2:28][CH3:29])[C:25]([NH2:27])=[NH:26])[CH3:23], predict the reaction product. The product is: [NH2:11][C:9]1[S:10][C:6]2[C:5]3[N:27]=[C:25]([N:24]([CH2:28][CH3:29])[CH2:22][CH3:23])[N:26]=[CH:3][C:4]=3[CH2:17][CH2:16][C:7]=2[N:8]=1. (4) The product is: [ClH:43].[CH3:1][O:2][CH2:3][CH2:4][CH2:5][CH2:6][N:7]1[C:11]2[CH:12]=[CH:13][CH:14]=[CH:15][C:10]=2[N:9]=[C:8]1[C:16]([N:18]([CH2:33][CH:34]([CH3:36])[CH3:35])[C@H:19]1[CH2:24][C@@H:23]([C:25]([N:27]2[CH2:32][CH2:31][O:30][CH2:29][CH2:28]2)=[O:26])[CH2:22][NH:21][CH2:20]1)=[O:17]. Given the reactants [CH3:1][O:2][CH2:3][CH2:4][CH2:5][CH2:6][N:7]1[C:11]2[CH:12]=[CH:13][CH:14]=[CH:15][C:10]=2[N:9]=[C:8]1[C:16]([N:18]([CH2:33][CH:34]([CH3:36])[CH3:35])[C@H:19]1[CH2:24][C@@H:23]([C:25]([N:27]2[CH2:32][CH2:31][O:30][CH2:29][CH2:28]2)=[O:26])[CH2:22][NH:21][CH2:20]1)=[O:17].C(OCC)(=O)C.[ClH:43].CCCCCCC, predict the reaction product. (5) Given the reactants [C:1]([C:3](=[CH:9][C:10]1[CH:15]=[CH:14][CH:13]=[CH:12][C:11]=1[CH3:16])[C:4]([O:6][CH2:7][CH3:8])=[O:5])#[N:2].[C:17]1([CH3:25])[CH:22]=[CH:21][CH:20]=[CH:19][C:18]=1[Mg]Br, predict the reaction product. The product is: [C:1]([C:3](=[C:9]([C:18]1[CH:19]=[CH:20][CH:21]=[CH:22][C:17]=1[CH3:25])[C:10]1[CH:15]=[CH:14][CH:13]=[CH:12][C:11]=1[CH3:16])[C:4]([O:6][CH2:7][CH3:8])=[O:5])#[N:2]. (6) Given the reactants C(OC([CH:8]1[CH2:12][CH2:11][CH2:10][N:9]1[C:13](=[O:31])[CH:14]([NH:16][C:17](=[O:30])[C:18]1[CH:23]=[C:22]([Cl:24])[C:21]([NH:25][C:26](=[O:28])[CH3:27])=[C:20]([Cl:29])[CH:19]=1)[CH3:15])=O)(C)(C)C.[O:32]=[C:33]1[O:37][CH:36]([O:38][CH2:39][CH2:40][C:41]2[CH:46]=[CH:45][CH:44]=[CH:43]C=2)[CH:35]([NH:47][C:48](C2CCCN2C(=O)C(NC(=O)C2C=CC(N)=C(Cl)C=2)C)=[O:49])[CH2:34]1, predict the reaction product. The product is: [CH2:39]([O:38][CH:36]1[CH:35]([NH:47][C:48]([CH:8]2[CH2:12][CH2:11][CH2:10][N:9]2[C:13](=[O:31])[CH:14]([NH:16][C:17](=[O:30])[C:18]2[CH:23]=[C:22]([Cl:24])[C:21]([NH:25][C:26](=[O:28])[CH3:27])=[C:20]([Cl:29])[CH:19]=2)[CH3:15])=[O:49])[CH2:34][C:33](=[O:32])[O:37]1)[C:40]1[CH:41]=[CH:46][CH:45]=[CH:44][CH:43]=1.